Task: Predict the product of the given reaction.. Dataset: Forward reaction prediction with 1.9M reactions from USPTO patents (1976-2016) (1) Given the reactants [NH2:1][CH2:2][CH2:3][C:4]1[CH:9]=[CH:8][C:7]([S:10]([C:13]2[CH:18]=[CH:17][N:16]=[C:15]([C:19]([O:21][CH3:22])=[O:20])[CH:14]=2)(=[O:12])=[O:11])=[CH:6][CH:5]=1.C/C(/O[Si](C)(C)C)=N\[Si](C)(C)C.[Cl:35][C:36]1[CH:37]=[C:38]([C@@H:42]2[CH2:44][O:43]2)[CH:39]=[CH:40][CH:41]=1.C(=O)(O)[O-].[Na+], predict the reaction product. The product is: [Cl:35][C:36]1[CH:37]=[C:38]([C@@H:42]([OH:43])[CH2:44][NH:1][CH2:2][CH2:3][C:4]2[CH:9]=[CH:8][C:7]([S:10]([C:13]3[CH:18]=[CH:17][N:16]=[C:15]([C:19]([O:21][CH3:22])=[O:20])[CH:14]=3)(=[O:12])=[O:11])=[CH:6][CH:5]=2)[CH:39]=[CH:40][CH:41]=1. (2) Given the reactants Br[C:2]1[C:10]2[NH:9][CH:8]=[N:7][C:6]=2[CH:5]=[CH:4][CH:3]=1.[NH:11]1[CH2:17][CH2:16][CH2:15][NH:14][CH2:13][CH2:12]1.CC([O-])(C)C.[Na+].P(C(C)(C)C)(C(C)(C)C)C(C)(C)C, predict the reaction product. The product is: [N:11]1([C:2]2[C:10]3[NH:9][CH:8]=[N:7][C:6]=3[CH:5]=[CH:4][CH:3]=2)[CH2:17][CH2:16][CH2:15][NH:14][CH2:13][CH2:12]1. (3) Given the reactants Br.[CH2:2]([O:4][C:5]([C:7]1[CH:8]=[C:9]([C:13]2[C:14]([C:19]3[CH:24]=[C:23]([Cl:25])[CH:22]=[CH:21][C:20]=3[O:26]CC3C=CC=CC=3)=[CH:15][CH:16]=[CH:17][CH:18]=2)[CH:10]=[CH:11][CH:12]=1)=[O:6])[CH3:3], predict the reaction product. The product is: [CH2:2]([O:4][C:5]([C:7]1[CH:8]=[C:9]([C:13]2[C:14]([C:19]3[CH:24]=[C:23]([Cl:25])[CH:22]=[CH:21][C:20]=3[OH:26])=[CH:15][CH:16]=[CH:17][CH:18]=2)[CH:10]=[CH:11][CH:12]=1)=[O:6])[CH3:3].